Dataset: Forward reaction prediction with 1.9M reactions from USPTO patents (1976-2016). Task: Predict the product of the given reaction. (1) Given the reactants [F:1][CH:2]([F:15])[CH2:3][O:4][C:5]1[CH:10]=[CH:9][C:8]([C:11](=O)[CH3:12])=[CH:7][C:6]=1[CH3:14].[CH3:16][C:17]([S@:20]([NH2:22])=[O:21])([CH3:19])[CH3:18], predict the reaction product. The product is: [F:1][CH:2]([F:15])[CH2:3][O:4][C:5]1[CH:10]=[CH:9][C:8]([CH:11]([NH:22][S@@:20]([C:17]([CH3:19])([CH3:18])[CH3:16])=[O:21])[CH3:12])=[CH:7][C:6]=1[CH3:14]. (2) Given the reactants [O:1]=[C:2]1[C:8]2[NH:9][N:10]=[C:11]([C:12]([O:14]CC)=[O:13])[C:7]=2[CH2:6][CH2:5][CH2:4][CH2:3]1.[OH-].[Na+].Cl, predict the reaction product. The product is: [O:1]=[C:2]1[C:8]2[NH:9][N:10]=[C:11]([C:12]([OH:14])=[O:13])[C:7]=2[CH2:6][CH2:5][CH2:4][CH2:3]1. (3) Given the reactants O.[NH2:2][NH2:3].[CH:4]([C:6]1[C:10]([CH3:11])=[C:9]([CH3:12])[N:8]([CH2:13][C@H:14]2[CH2:16][C@@H:15]2[CH3:17])[C:7]=1[C:18]([O:20]C)=O)=O.O, predict the reaction product. The product is: [CH3:12][C:9]1[N:8]([CH2:13][C@H:14]2[CH2:16][C@@H:15]2[CH3:17])[C:7]2[C:18](=[O:20])[NH:2][N:3]=[CH:4][C:6]=2[C:10]=1[CH3:11].